This data is from NCI-60 drug combinations with 297,098 pairs across 59 cell lines. The task is: Regression. Given two drug SMILES strings and cell line genomic features, predict the synergy score measuring deviation from expected non-interaction effect. (1) Drug 2: CNC(=O)C1=CC=CC=C1SC2=CC3=C(C=C2)C(=NN3)C=CC4=CC=CC=N4. Drug 1: C1CCN(CC1)CCOC2=CC=C(C=C2)C(=O)C3=C(SC4=C3C=CC(=C4)O)C5=CC=C(C=C5)O. Synergy scores: CSS=1.12, Synergy_ZIP=-0.297, Synergy_Bliss=-1.71, Synergy_Loewe=-0.607, Synergy_HSA=-1.51. Cell line: RXF 393. (2) Drug 1: C1CCC(C1)C(CC#N)N2C=C(C=N2)C3=C4C=CNC4=NC=N3. Drug 2: CC12CCC3C(C1CCC2O)C(CC4=C3C=CC(=C4)O)CCCCCCCCCS(=O)CCCC(C(F)(F)F)(F)F. Cell line: MALME-3M. Synergy scores: CSS=3.75, Synergy_ZIP=-0.256, Synergy_Bliss=3.90, Synergy_Loewe=0.731, Synergy_HSA=1.76.